This data is from Forward reaction prediction with 1.9M reactions from USPTO patents (1976-2016). The task is: Predict the product of the given reaction. (1) Given the reactants [CH:1]1([C:7]2([CH3:15])[N:11]([CH3:12])[C:10](=[O:13])[NH:9][C:8]2=[O:14])[CH2:6][CH2:5][CH2:4][CH2:3][CH2:2]1.Cl[CH2:17][C:18]([C:20]1[NH:21][CH:22]=[CH:23][CH:24]=1)=[O:19], predict the reaction product. The product is: [CH:1]1([C:7]2([CH3:15])[N:11]([CH3:12])[C:10](=[O:13])[N:9]([CH2:17][C:18](=[O:19])[C:20]3[NH:21][CH:22]=[CH:23][CH:24]=3)[C:8]2=[O:14])[CH2:2][CH2:3][CH2:4][CH2:5][CH2:6]1. (2) The product is: [F:1][C:2]1[CH:7]=[C:6]([C:8]2[CH:16]=[C:15]3[C:11]([C:12]([C:17]4[NH:18][C:19]5[CH2:24][CH2:23][N:22]([CH2:42][C:41]6[CH:44]=[CH:45][C:38]([F:37])=[CH:39][CH:40]=6)[CH2:21][C:20]=5[N:25]=4)=[N:13][NH:14]3)=[CH:10][CH:9]=2)[C:5]([CH2:26][C:27]([F:28])([F:29])[F:30])=[CH:4][C:3]=1[OH:31]. Given the reactants [F:1][C:2]1[CH:7]=[C:6]([C:8]2[CH:16]=[C:15]3[C:11]([C:12]([C:17]4[NH:18][C:19]5[CH2:24][CH2:23][NH:22][CH2:21][C:20]=5[N:25]=4)=[N:13][NH:14]3)=[CH:10][CH:9]=2)[C:5]([CH2:26][C:27]([F:30])([F:29])[F:28])=[CH:4][C:3]=1[OH:31].CC([O-])=O.[K+].[F:37][C:38]1[CH:45]=[CH:44][C:41]([CH:42]=O)=[CH:40][CH:39]=1.C(O[BH-](OC(=O)C)OC(=O)C)(=O)C.[Na+], predict the reaction product. (3) Given the reactants [CH:1]1[C:10]2[C:5](=[CH:6][CH:7]=[CH:8][CH:9]=2)[CH:4]=[CH:3][C:2]=1[C:11]([CH2:13][CH2:14][CH2:15][CH2:16][CH2:17][CH2:18][C:19]([OH:21])=O)=[O:12].[NH2:22][OH:23].Cl, predict the reaction product. The product is: [OH:23][NH:22][C:19](=[O:21])[CH2:18][CH2:17][CH2:16][CH2:15][CH2:14][CH2:13][C:11]([C:2]1[CH:3]=[CH:4][C:5]2[C:10](=[CH:9][CH:8]=[CH:7][CH:6]=2)[CH:1]=1)=[O:12]. (4) Given the reactants Cl[C:2]1[C:11]2[C:6](=[CH:7][CH:8]=[CH:9][CH:10]=2)[CH:5]=[CH:4][N:3]=1.[NH:12]1[CH2:17][CH2:16][CH:15]([CH2:18][OH:19])[CH2:14][CH2:13]1.CC(C)([O-])C.[Na+].C1C=CC(P(C2C(C3C(P(C4C=CC=CC=4)C4C=CC=CC=4)=CC=C4C=3C=CC=C4)=C3C(C=CC=C3)=CC=2)C2C=CC=CC=2)=CC=1, predict the reaction product. The product is: [C:2]1([N:12]2[CH2:17][CH2:16][CH:15]([CH2:18][OH:19])[CH2:14][CH2:13]2)[C:11]2[C:6](=[CH:7][CH:8]=[CH:9][CH:10]=2)[CH:5]=[CH:4][N:3]=1. (5) Given the reactants [NH2:1][C@@H:2]([CH2:33][C:34]1[CH:39]=[CH:38][CH:37]=[CH:36][CH:35]=1)[C@@H:3]([OH:32])[CH2:4][C@@H:5]([NH:19][C:20]([C@@H:22]([NH:27][C:28](=[O:31])[O:29][CH3:30])[C:23]([CH3:26])([CH3:25])[CH3:24])=[O:21])[CH2:6][C:7]1[CH:12]=[CH:11][C:10]([C:13]2[CH:18]=[CH:17][CH:16]=[CH:15][N:14]=2)=[CH:9][CH:8]=1.[CH3:40][O:41][C:42]([NH:44][C@@H:45]([C:49]([CH3:53])([S:51][CH3:52])[CH3:50])[C:46](O)=[O:47])=[O:43].CCOP(ON1N=NC2C=CC=CC=2C1=O)(OCC)=O.C(N(CC)C(C)C)(C)C, predict the reaction product. The product is: [CH3:40][O:41][C:42](=[O:43])[NH:44][C@@H:45]([C:49]([CH3:50])([S:51][CH3:52])[CH3:53])[C:46](=[O:47])[NH:1][C@@H:2]([CH2:33][C:34]1[CH:35]=[CH:36][CH:37]=[CH:38][CH:39]=1)[C@@H:3]([OH:32])[CH2:4][C@H:5]([CH2:6][C:7]1[CH:12]=[CH:11][C:10]([C:13]2[CH:18]=[CH:17][CH:16]=[CH:15][N:14]=2)=[CH:9][CH:8]=1)[NH:19][C:20](=[O:21])[C@H:22]([C:23]([CH3:26])([CH3:25])[CH3:24])[NH:27][C:28](=[O:31])[O:29][CH3:30]. (6) Given the reactants [NH2:1][C:2]1[CH:3]=[C:4]2[C:8](=[CH:9][CH:10]=1)[N:7]([CH:11]1[CH2:13][CH2:12]1)[C:6](=[O:14])[CH2:5]2.[C:15]([O:19][C:20](=[O:26])[NH:21][CH2:22][C@H:23]1[CH2:25][O:24]1)([CH3:18])([CH3:17])[CH3:16].FC(F)(F)S([O-])(=O)=O.[Li+], predict the reaction product. The product is: [C:15]([O:19][C:20](=[O:26])[NH:21][CH2:22][C@H:23]([OH:24])[CH2:25][NH:1][C:2]1[CH:3]=[C:4]2[C:8](=[CH:9][CH:10]=1)[N:7]([CH:11]1[CH2:12][CH2:13]1)[C:6](=[O:14])[CH2:5]2)([CH3:17])([CH3:16])[CH3:18]. (7) Given the reactants [F:1][C:2]([F:15])([F:14])[C:3](=O)[CH2:4][C:5]([C:7]1[CH:12]=[CH:11][CH:10]=[CH:9][CH:8]=1)=O.O.[NH2:17][NH2:18], predict the reaction product. The product is: [C:7]1([C:5]2[CH:4]=[C:3]([C:2]([F:15])([F:14])[F:1])[NH:18][N:17]=2)[CH:12]=[CH:11][CH:10]=[CH:9][CH:8]=1.